This data is from Experimentally validated miRNA-target interactions with 360,000+ pairs, plus equal number of negative samples. The task is: Binary Classification. Given a miRNA mature sequence and a target amino acid sequence, predict their likelihood of interaction. Result: 0 (no interaction). The protein sequence of the target gene is MAASAKKKNKKGKTISLTDFLAEDGGTGGGSTYVSKPVSWADETDDLEGDVSTTWHSNDDDVYRAPPIDRSILPTAPRAAREPNIDRSRLPKSPPYTAFLGNLPYDVTEESIKEFFRGLNISAVRLPREPSNPERLKGFGYAEFEDLDSLLSALSLNEESLGNRRIRVDVADQAQDKDRDDRSFGRDRNRDSDKTDTDWRARPATDSFDDYPPRRGDDSFGDKYRDRYDSDRYRDGYRDGYRDGPRRDMDRYGGRDRYDDRGSRDYDRGYDSRIGSGRRAFGSGYRRDDDYRGGGDRYED.... The miRNA is hsa-miR-550a-3p with sequence UGUCUUACUCCCUCAGGCACAU.